Dataset: Forward reaction prediction with 1.9M reactions from USPTO patents (1976-2016). Task: Predict the product of the given reaction. (1) Given the reactants [C:1]([NH:4][C:5]([CH:7]1[CH2:12][CH2:11][N:10]([C:13]([O:15][C:16]([CH3:19])([CH3:18])[CH3:17])=[O:14])[CH2:9][CH2:8]1)=O)(=S)[CH3:2].C([O-])(=O)C.[Na+].Cl.[Cl:26][C:27]1[CH:32]=[CH:31][C:30]([NH:33][NH2:34])=[CH:29][C:28]=1[CH3:35], predict the reaction product. The product is: [Cl:26][C:27]1[CH:32]=[CH:31][C:30]([N:33]2[C:5]([CH:7]3[CH2:8][CH2:9][N:10]([C:13]([O:15][C:16]([CH3:19])([CH3:18])[CH3:17])=[O:14])[CH2:11][CH2:12]3)=[N:4][C:1]([CH3:2])=[N:34]2)=[CH:29][C:28]=1[CH3:35]. (2) Given the reactants [CH3:1][C:2]1[CH:7]=[CH:6][C:5]([S:8]([N:11]2[C:19]3[C:14](=[N:15][CH:16]=[CH:17][CH:18]=3)[CH:13]=[CH:12]2)(=[O:10])=[O:9])=[CH:4][CH:3]=1.C1C=C(Cl)C=C(C(OO)=[O:28])C=1, predict the reaction product. The product is: [CH3:1][C:2]1[CH:7]=[CH:6][C:5]([S:8]([N:11]2[C:19]3[C:14](=[N+:15]([O-:28])[CH:16]=[CH:17][CH:18]=3)[CH:13]=[CH:12]2)(=[O:10])=[O:9])=[CH:4][CH:3]=1. (3) The product is: [CH3:20][N:19]([C:15]1[CH:16]=[CH:17][CH:18]=[C:13]([C:11]2[C:10]3[C:5](=[CH:6][CH:7]=[CH:8][CH:9]=3)[C:4](=[O:21])[N:3]([CH3:2])[CH:12]=2)[CH:14]=1)[S:32]([CH3:31])(=[O:34])=[O:33]. Given the reactants Cl.[CH3:2][N:3]1[CH:12]=[C:11]([C:13]2[CH:18]=[CH:17][CH:16]=[C:15]([NH:19][CH3:20])[CH:14]=2)[C:10]2[C:5](=[CH:6][CH:7]=[CH:8][CH:9]=2)[C:4]1=[O:21].N(C(C)C)(C(C)C)CC.[CH3:31][S:32](Cl)(=[O:34])=[O:33].O, predict the reaction product. (4) Given the reactants [C:1]([O:5][C:6](=[O:35])[CH2:7][CH2:8][C@H:9]([NH:13][C:14]([C:16]1[CH:20]=[C:19]([O:21][CH2:22][C:23](=[O:28])[C:24]([CH3:27])([CH3:26])[CH3:25])[N:18]([C:29]2[CH:34]=[CH:33][CH:32]=[CH:31][CH:30]=2)[N:17]=1)=[O:15])[C:10]([OH:12])=O)([CH3:4])([CH3:3])[CH3:2].[N:36]1([C:42]([O:44][CH2:45][C:46]2[CH:51]=[CH:50][CH:49]=[CH:48][CH:47]=2)=[O:43])[CH2:41][CH2:40][NH:39][CH2:38][CH2:37]1.C(N1CCOCC1)C.[B-](F)(F)(F)F.CCOC(C(C#N)=NOC(N(C)C)=[N+](C)C)=O, predict the reaction product. The product is: [CH2:45]([O:44][C:42]([N:36]1[CH2:41][CH2:40][N:39]([C:10](=[O:12])[C@@H:9]([NH:13][C:14]([C:16]2[CH:20]=[C:19]([O:21][CH2:22][C:23](=[O:28])[C:24]([CH3:27])([CH3:26])[CH3:25])[N:18]([C:29]3[CH:34]=[CH:33][CH:32]=[CH:31][CH:30]=3)[N:17]=2)=[O:15])[CH2:8][CH2:7][C:6]([O:5][C:1]([CH3:2])([CH3:4])[CH3:3])=[O:35])[CH2:38][CH2:37]1)=[O:43])[C:46]1[CH:51]=[CH:50][CH:49]=[CH:48][CH:47]=1. (5) The product is: [Br:1][C:2]1[CH:8]=[C:7]([C:9]([C:11]2[CH:16]=[CH:15][C:14]([Cl:17])=[CH:13][CH:12]=2)=[O:10])[CH:6]=[CH:5][C:3]=1[NH:4][C:23]([CH2:22][C:21]([OH:26])=[O:20])=[O:24]. Given the reactants [Br:1][C:2]1[CH:8]=[C:7]([C:9]([C:11]2[CH:16]=[CH:15][C:14]([Cl:17])=[CH:13][CH:12]=2)=[O:10])[CH:6]=[CH:5][C:3]=1[NH2:4].CC1(C)[O:24][C:23](=O)[CH2:22][C:21](=[O:26])[O:20]1, predict the reaction product. (6) Given the reactants Br[C:2]1[CH:27]=[CH:26][C:5]([CH2:6][O:7][CH2:8][C@@H:9]2[CH2:11][C@@H:10]2[CH:12]2[CH2:17][CH2:16][N:15]([C:18]3[N:23]=[CH:22][C:21]([CH2:24][CH3:25])=[CH:20][N:19]=3)[CH2:14][CH2:13]2)=[CH:4][CH:3]=1.C[C:29]([N:31](C)C)=O, predict the reaction product. The product is: [CH2:24]([C:21]1[CH:20]=[N:19][C:18]([N:15]2[CH2:16][CH2:17][CH:12]([C@H:10]3[CH2:11][C@H:9]3[CH2:8][O:7][CH2:6][C:5]3[CH:26]=[CH:27][C:2]([C:29]#[N:31])=[CH:3][CH:4]=3)[CH2:13][CH2:14]2)=[N:23][CH:22]=1)[CH3:25]. (7) Given the reactants [NH2:1][C:2]1[C:3]([CH3:28])=[N:4][C:5]([O:9][CH2:10][C:11]([N:13]([CH:15]2[CH2:20][CH2:19][N:18]([CH2:21][C:22]3[CH:27]=[CH:26][CH:25]=[CH:24][CH:23]=3)[CH2:17][CH2:16]2)[CH3:14])=[O:12])=[N:6][C:7]=1[CH3:8].[CH2:29]([S:31]([OH:34])(=[O:33])=[O:32])[CH3:30], predict the reaction product. The product is: [CH2:29]([S:31]([OH:34])(=[O:33])=[O:32])[CH3:30].[NH2:1][C:2]1[C:7]([CH3:8])=[N:6][C:5]([O:9][CH2:10][C:11]([N:13]([CH:15]2[CH2:20][CH2:19][N:18]([CH2:21][C:22]3[CH:23]=[CH:24][CH:25]=[CH:26][CH:27]=3)[CH2:17][CH2:16]2)[CH3:14])=[O:12])=[N:4][C:3]=1[CH3:28]. (8) Given the reactants [CH3:1][C:2]1([CH3:21])[C:6](=[O:7])[N:5]([C:8]2[CH:15]=[CH:14][C:11]([C:12]#[N:13])=[C:10]([C:16]([F:19])([F:18])[F:17])[CH:9]=2)[C:4](=[O:20])[NH:3]1.BrC1C=CC=CC=1CBr.[Br:31][C:32]1[CH:37]=[C:36]([O:38][CH3:39])[CH:35]=[CH:34][C:33]=1[CH2:40]Br, predict the reaction product. The product is: [Br:31][C:32]1[CH:37]=[C:36]([O:38][CH3:39])[CH:35]=[CH:34][C:33]=1[CH2:40][N:3]1[C:2]([CH3:21])([CH3:1])[C:6](=[O:7])[N:5]([C:8]2[CH:15]=[CH:14][C:11]([C:12]#[N:13])=[C:10]([C:16]([F:19])([F:17])[F:18])[CH:9]=2)[C:4]1=[O:20]. (9) Given the reactants [CH2:1]([S:3]([C:6]1[CH:11]=[CH:10][C:9](B2OC(C)(C)C(C)(C)O2)=[C:8]([O:21][CH3:22])[CH:7]=1)(=[O:5])=[O:4])[CH3:2].Br[C:24]1[CH:31]=[C:30]([Cl:32])[CH:29]=[CH:28][C:25]=1[C:26]#[N:27].C(=O)([O-])[O-].[Na+].[Na+], predict the reaction product. The product is: [Cl:32][C:30]1[CH:31]=[C:24]([C:9]2[CH:10]=[CH:11][C:6]([S:3]([CH2:1][CH3:2])(=[O:4])=[O:5])=[CH:7][C:8]=2[O:21][CH3:22])[C:25]([C:26]#[N:27])=[CH:28][CH:29]=1. (10) Given the reactants Cl[C:2]1[N:7]=[C:6]([C:8]([F:11])([F:10])[F:9])[C:5]([C:12]([N:14]2[CH2:19][CH2:18][S:17](=[O:21])(=[O:20])[CH2:16][CH2:15]2)=[O:13])=[CH:4][N:3]=1.Cl.[NH2:23][C:24]12[CH2:33][CH:28]3[CH2:29][CH:30]([CH2:32][C:26]([CH2:34][CH3:35])([CH2:27]3)[CH2:25]1)[CH2:31]2.CN(C)C=O.C(=O)([O-])[O-].[K+].[K+], predict the reaction product. The product is: [O:20]=[S:17]1(=[O:21])[CH2:18][CH2:19][N:14]([C:12]([C:5]2[C:6]([C:8]([F:11])([F:10])[F:9])=[N:7][C:2]([NH:23][C:24]34[CH2:31][CH:30]5[CH2:29][CH:28]([CH2:27][C:26]([CH2:34][CH3:35])([CH2:32]5)[CH2:25]3)[CH2:33]4)=[N:3][CH:4]=2)=[O:13])[CH2:15][CH2:16]1.